From a dataset of Forward reaction prediction with 1.9M reactions from USPTO patents (1976-2016). Predict the product of the given reaction. (1) Given the reactants [C:1]([C:3]1[CH:4]=[C:5]2[C:10](=[CH:11][C:12]=1[O:13][C:14]1[CH:19]=[CH:18][C:17]([C:20](=[O:33])[NH:21][C:22]3[S:23][C:24]([C:27]4[CH:32]=[CH:31][CH:30]=[CH:29][CH:28]=4)=[N:25][N:26]=3)=[CH:16][CH:15]=1)[O:9][CH2:8][CH2:7][CH:6]2[C:34]([O:36]C)=[O:35])#[N:2].[OH-].[Na+].CO, predict the reaction product. The product is: [C:1]([C:3]1[CH:4]=[C:5]2[C:10](=[CH:11][C:12]=1[O:13][C:14]1[CH:15]=[CH:16][C:17]([C:20](=[O:33])[NH:21][C:22]3[S:23][C:24]([C:27]4[CH:28]=[CH:29][CH:30]=[CH:31][CH:32]=4)=[N:25][N:26]=3)=[CH:18][CH:19]=1)[O:9][CH2:8][CH2:7][CH:6]2[C:34]([OH:36])=[O:35])#[N:2]. (2) Given the reactants [C:1]1([CH:7]=[CH:8][C:9]2[S:13][C:12]([C:14]([O:16][CH3:17])=[O:15])=[CH:11][CH:10]=2)[CH:6]=[CH:5][CH:4]=[CH:3][CH:2]=1, predict the reaction product. The product is: [C:1]1([CH2:7][CH2:8][C:9]2[S:13][C:12]([C:14]([O:16][CH3:17])=[O:15])=[CH:11][CH:10]=2)[CH:6]=[CH:5][CH:4]=[CH:3][CH:2]=1. (3) Given the reactants [N:1]1[CH:6]=[CH:5][N:4]=[C:3]2[NH:7][C:8]([C:10]3[C:18]4[C:13](=[CH:14][CH:15]=[CH:16][CH:17]=4)[N:12]([CH2:19][CH2:20][CH2:21]Br)[CH:11]=3)=[CH:9][C:2]=12.[NH:23]1[CH2:28][CH2:27][O:26][CH2:25][CH2:24]1.C(=O)([O-])[O-].[K+].[K+].[I-].[K+], predict the reaction product. The product is: [N:23]1([CH2:21][CH2:20][CH2:19][N:12]2[C:13]3[C:18](=[CH:17][CH:16]=[CH:15][CH:14]=3)[C:10]([C:8]3[NH:7][C:3]4=[N:4][CH:5]=[CH:6][N:1]=[C:2]4[CH:9]=3)=[CH:11]2)[CH2:28][CH2:27][O:26][CH2:25][CH2:24]1. (4) Given the reactants [OH:1][C@H:2]([CH2:8][C:9]1[CH:14]=[CH:13][CH:12]=[CH:11][C:10]=1[OH:15])[C:3]([O:5][CH2:6][CH3:7])=[O:4].C(=O)([O-])[O-].[K+].[K+].FC(F)(F)S(O[CH2:28][C:29]([F:32])([F:31])[F:30])(=O)=O, predict the reaction product. The product is: [OH:1][C@H:2]([CH2:8][C:9]1[CH:14]=[CH:13][CH:12]=[CH:11][C:10]=1[O:15][CH2:28][C:29]([F:32])([F:31])[F:30])[C:3]([O:5][CH2:6][CH3:7])=[O:4]. (5) Given the reactants Cl[C:2]1[C:7]([Cl:8])=[N:6][CH:5]=[CH:4][N:3]=1.[CH:9]1([NH2:12])[CH2:11][CH2:10]1, predict the reaction product. The product is: [Cl:8][C:7]1[C:2]([NH:12][CH:9]2[CH2:11][CH2:10]2)=[N:3][CH:4]=[CH:5][N:6]=1. (6) The product is: [Br:1][C:2]1[CH:7]=[CH:6][C:5]2[CH:10]=[CH:9][O:8][C:4]=2[CH:3]=1. Given the reactants [Br:1][C:2]1[CH:7]=[CH:6][CH:5]=[C:4]([O:8][CH2:9][CH:10](OCC)OCC)[CH:3]=1, predict the reaction product.